From a dataset of Full USPTO retrosynthesis dataset with 1.9M reactions from patents (1976-2016). Predict the reactants needed to synthesize the given product. Given the product [OH:5][CH2:6][CH2:8][N:9]1[CH2:14][CH2:13][CH2:12][N:11]([CH:15]2[CH2:20][CH2:19][N:18]([C:21]([O:23][CH2:24][C:25]3[CH:26]=[CH:27][CH:28]=[CH:29][CH:30]=3)=[O:22])[CH2:17][CH2:16]2)[C:10]1=[O:31], predict the reactants needed to synthesize it. The reactants are: C([O:5][C:6]([CH2:8][N:9]1[CH2:14][CH2:13][CH2:12][N:11]([CH:15]2[CH2:20][CH2:19][N:18]([C:21]([O:23][CH2:24][C:25]3[CH:30]=[CH:29][CH:28]=[CH:27][CH:26]=3)=[O:22])[CH2:17][CH2:16]2)[C:10]1=[O:31])=O)(C)(C)C.[BH4-].[Li+].N.